This data is from hERG Central: cardiac toxicity at 1µM, 10µM, and general inhibition. The task is: Predict hERG channel inhibition at various concentrations. (1) The compound is Fc1ccc(Cn2nnnc2C(c2cccs2)N2CCN(C3CCCCC3)CC2)cc1. Results: hERG_inhib (hERG inhibition (general)): blocker. (2) The molecule is Fc1ccc(C2C3=C(Nc4ncnn42)c2ccccc2OC3c2ccncc2)cc1. Results: hERG_inhib (hERG inhibition (general)): blocker. (3) The compound is CC(C)C(=O)N1CCN(c2nc(-c3ccc(Cl)cc3)cs2)CC1. Results: hERG_inhib (hERG inhibition (general)): blocker. (4) The molecule is Cc1nn(Cc2nnc(SCC(=O)Nc3cccc(C(F)(F)F)c3)n2C)c(C)c1[N+](=O)[O-]. Results: hERG_inhib (hERG inhibition (general)): blocker. (5) The drug is Cl.O=C(CN1C2=NCCCN2c2ccccc21)c1ccc(Cl)cc1Cl. Results: hERG_inhib (hERG inhibition (general)): blocker. (6) The molecule is O=C1N(Cc2cccnc2)C[C@@H]2C[C@@H](c3ccc4nonc4c3)N3CCC[C@@]123. Results: hERG_inhib (hERG inhibition (general)): blocker. (7) The drug is Cc1ccc(NC(=O)CSc2nc3ccccc3c(=O)n2CCCN2CCCCC2)cc1C. Results: hERG_inhib (hERG inhibition (general)): blocker. (8) The compound is Cc1cc(C(=O)N2CCCC(N3CCN(c4ccc(F)cc4)CC3)C2)c(C)o1. Results: hERG_inhib (hERG inhibition (general)): blocker. (9) The compound is CN(C)CCN(C(=O)CN1C(=O)c2ccccc2C1=O)c1nc2cc3c(cc2s1)OCO3.Cl. Results: hERG_inhib (hERG inhibition (general)): blocker. (10) The compound is CC(CNc1ccc([N+](=O)[O-])cc1)NC(=O)c1ccccc1Br. Results: hERG_inhib (hERG inhibition (general)): blocker.